From a dataset of Peptide-MHC class II binding affinity with 134,281 pairs from IEDB. Regression. Given a peptide amino acid sequence and an MHC pseudo amino acid sequence, predict their binding affinity value. This is MHC class II binding data. (1) The peptide sequence is ATPPPPPPPQLGASP. The MHC is DRB1_0101 with pseudo-sequence DRB1_0101. The binding affinity (normalized) is 0.137. (2) The peptide sequence is SASVLSFMDKGIPFM. The MHC is DRB1_1301 with pseudo-sequence DRB1_1301. The binding affinity (normalized) is 0.573. (3) The peptide sequence is EPFLKTTPRPLRLPD. The MHC is DRB4_0101 with pseudo-sequence DRB4_0103. The binding affinity (normalized) is 0.173.